Task: Predict which catalyst facilitates the given reaction.. Dataset: Catalyst prediction with 721,799 reactions and 888 catalyst types from USPTO (1) Reactant: [CH3:1][O:2][C:3]1[CH:18]=[C:17]([NH:19][CH3:20])[C:16]([N+:21]([O-:23])=[O:22])=[CH:15][C:4]=1[O:5][C:6]1[CH:11]=[CH:10][N:9]=[C:8]([C:12](O)=[O:13])[CH:7]=1.C[N:25](C)CCCN=C=NCC.N1C2C(=NC=CC=2)N(O)N=1.C(NC(C)C)(C)C.[Cl-].[NH4+]. Product: [CH3:1][O:2][C:3]1[CH:18]=[C:17]([NH:19][CH3:20])[C:16]([N+:21]([O-:23])=[O:22])=[CH:15][C:4]=1[O:5][C:6]1[CH:11]=[CH:10][N:9]=[C:8]([C:12]([NH2:25])=[O:13])[CH:7]=1. The catalyst class is: 7. (2) Reactant: [N:1]1([CH:7]2[CH2:12][CH2:11][N:10]([CH2:13][C:14]3[C:15]([C:27]4[CH:32]=[CH:31][CH:30]=[CH:29][CH:28]=4)=[N:16][C:17]4[C:22]([C:23]=3[C:24](O)=[O:25])=[CH:21][CH:20]=[CH:19][CH:18]=4)[CH2:9][CH2:8]2)[CH2:6][CH2:5][CH2:4][CH2:3][CH2:2]1.CN(C(ON1N=NC2C=CC=CC1=2)=[N+](C)C)C.F[P-](F)(F)(F)(F)F.C(N(CC)CC)C.[OH:64][C:65]1[CH:66]=[C:67]([CH:70]=[CH:71][CH:72]=1)[CH2:68][NH2:69]. Product: [OH:64][C:65]1[CH:66]=[C:67]([CH:70]=[CH:71][CH:72]=1)[CH2:68][NH:69][C:24]([C:23]1[C:22]2[C:17](=[CH:18][CH:19]=[CH:20][CH:21]=2)[N:16]=[C:15]([C:27]2[CH:32]=[CH:31][CH:30]=[CH:29][CH:28]=2)[C:14]=1[CH2:13][N:10]1[CH2:11][CH2:12][CH:7]([N:1]2[CH2:2][CH2:3][CH2:4][CH2:5][CH2:6]2)[CH2:8][CH2:9]1)=[O:25]. The catalyst class is: 76. (3) Reactant: [F:1][C:2]1[CH:7]=[CH:6][C:5]([N:8]2[CH:12]=[C:11]([N+:13]([O-])=O)[CH:10]=[N:9]2)=[CH:4][CH:3]=1. Product: [F:1][C:2]1[CH:3]=[CH:4][C:5]([N:8]2[CH:12]=[C:11]([NH2:13])[CH:10]=[N:9]2)=[CH:6][CH:7]=1. The catalyst class is: 50. (4) Reactant: C1(C)C=CC(S(O[C@@H:11]([CH2:13]/[CH:14]=[CH:15]/[C:16]2[CH:17]=[N:18][CH:19]=[CH:20][CH:21]=2)[CH3:12])(=O)=O)=CC=1.[CH3:23][NH2:24]. Product: [CH3:23][NH:24][C@H:11]([CH2:13]/[CH:14]=[CH:15]/[C:16]1[CH:17]=[N:18][CH:19]=[CH:20][CH:21]=1)[CH3:12]. The catalyst class is: 8.